Dataset: Reaction yield outcomes from USPTO patents with 853,638 reactions. Task: Predict the reaction yield, written as a fraction of the theoretical maximum amount of product (1.0 means a 100% yield; for example, 0.34 means a 34% yield). (1) The reactants are CC(O[C:6]([NH:8][C@@H:9]([CH2:19][C:20]1[CH:25]=[CH:24][C:23]([C:26]2[N:27]=[C:28]3[C:33]([CH3:34])=[CH:32][CH:31]=[CH:30][N:29]3[CH:35]=2)=[CH:22][CH:21]=1)[CH2:10][CH2:11][C:12]([O:14]C(C)(C)C)=[O:13])=[O:7])(C)C.FC(F)(F)C(O)=O.C([SiH](CC)CC)C.C(NC(C)C)(C)C.[Cl:57][C:58]1[CH:59]=[C:60]([CH:75]=[CH:76][C:77]=1[O:78][CH:79]([CH3:81])[CH3:80])C(OC1C(F)=C(F)C(F)=C(F)C=1F)=O. The catalyst is C(Cl)Cl. The product is [Cl:57][C:58]1[CH:59]=[C:60]([C:6]([NH:8][C@@H:9]([CH2:19][C:20]2[CH:21]=[CH:22][C:23]([C:26]3[N:27]=[C:28]4[C:33]([CH3:34])=[CH:32][CH:31]=[CH:30][N:29]4[CH:35]=3)=[CH:24][CH:25]=2)[CH2:10][CH2:11][C:12]([OH:14])=[O:13])=[O:7])[CH:75]=[CH:76][C:77]=1[O:78][CH:79]([CH3:81])[CH3:80]. The yield is 0.610. (2) The reactants are C[O:2][C:3]([C:5]1([C:8]2[CH:9]=[CH:10][C:11]3[O:15][C:14](=[O:16])[NH:13][C:12]=3[CH:17]=2)[CH2:7][CH2:6]1)=[O:4].O[Li].O. The catalyst is CO.O. The product is [O:16]=[C:14]1[NH:13][C:12]2[CH:17]=[C:8]([C:5]3([C:3]([OH:4])=[O:2])[CH2:7][CH2:6]3)[CH:9]=[CH:10][C:11]=2[O:15]1. The yield is 0.840. (3) The reactants are C1C=CC=CC=1.[Br:7][C:8]1[CH:9]=[C:10]([CH:13]=[O:14])S[CH:12]=1.[CH2:15](O)[CH2:16][OH:17].O.C1(C)C=CC(S(O)(=O)=[O:27])=CC=1. The catalyst is CCOCC.O. The product is [Br:7][C:8]1[CH:9]=[C:10]([CH:13]2[O:14][CH2:15][CH2:16][O:17]2)[O:27][CH:12]=1. The yield is 1.00.